Dataset: Full USPTO retrosynthesis dataset with 1.9M reactions from patents (1976-2016). Task: Predict the reactants needed to synthesize the given product. (1) Given the product [Si:67]([O:1][CH2:2][C@@H:3]([CH3:35])[C@H:4]([NH:15][C:16]1([C:29]2[CH:34]=[CH:33][CH:32]=[CH:31][CH:30]=2)[C:17]2[CH:18]=[CH:19][CH:20]=[CH:21][C:22]=2[C:23]2[C:28]1=[CH:27][CH:26]=[CH:25][CH:24]=2)[C:5]([O:7][CH2:8][C:9]1[CH:10]=[CH:11][CH:12]=[CH:13][CH:14]=1)=[O:6])([C:64]([CH3:66])([CH3:65])[CH3:63])([CH3:69])[CH3:68], predict the reactants needed to synthesize it. The reactants are: [OH:1][CH2:2][C@H:3]([CH3:35])[C@H:4]([NH:15][C:16]1([C:29]2[CH:34]=[CH:33][CH:32]=[CH:31][CH:30]=2)[C:28]2[CH:27]=[CH:26][CH:25]=[CH:24][C:23]=2[C:22]2[C:17]1=[CH:18][CH:19]=[CH:20][CH:21]=2)[C:5]([O:7][CH2:8][C:9]1[CH:14]=[CH:13][CH:12]=[CH:11][CH:10]=1)=[O:6].C[C@H]1COC(=O)[C@H]1NC1(C2C=CC=CC=2)C2C=CC=CC=2C2C1=CC=CC=2.[CH3:63][C:64]([Si:67](Cl)([CH3:69])[CH3:68])([CH3:66])[CH3:65].N1C=CN=C1.OC[C@@H](C)[C@H](NC1(C2C=CC=CC=2)C2C=CC=CC=2C2C1=CC=CC=2)C(OCC1C=CC=CC=1)=O. (2) Given the product [Cl:29][C:24]1[CH:25]=[CH:26][CH:27]=[CH:28][C:23]=1[N:5]1[C:6]([C:8]2[S:9][C:10]([C:13]3[CH:18]=[CH:17][CH:16]=[C:15]([S:19]([CH3:22])(=[O:20])=[O:21])[CH:14]=3)=[CH:11][CH:12]=2)=[CH:7][C:3]([CH2:2][N:36]2[CH2:41][CH2:40][O:39][CH2:38][CH2:37]2)=[N:4]1, predict the reactants needed to synthesize it. The reactants are: Br[CH2:2][C:3]1[CH:7]=[C:6]([C:8]2[S:9][C:10]([C:13]3[CH:18]=[CH:17][CH:16]=[C:15]([S:19]([CH3:22])(=[O:21])=[O:20])[CH:14]=3)=[CH:11][CH:12]=2)[N:5]([C:23]2[CH:28]=[CH:27][CH:26]=[CH:25][C:24]=2[Cl:29])[N:4]=1.C([O-])([O-])=O.[K+].[K+].[NH:36]1[CH2:41][CH2:40][O:39][CH2:38][CH2:37]1. (3) Given the product [CH3:40][C:27]1([CH3:41])[CH2:28][C:29]([C:2]2[S:10][C:9]3[C:8]([N:11]4[CH2:16][CH2:15][N:14]([C:17]([O:19][C:20]([CH3:23])([CH3:22])[CH3:21])=[O:18])[CH2:13][CH2:12]4)=[N:7][CH:6]=[N:5][C:4]=3[CH:3]=2)=[CH:30][C:25]([CH3:42])([CH3:24])[NH:26]1, predict the reactants needed to synthesize it. The reactants are: Br[C:2]1[S:10][C:9]2[C:8]([N:11]3[CH2:16][CH2:15][N:14]([C:17]([O:19][C:20]([CH3:23])([CH3:22])[CH3:21])=[O:18])[CH2:13][CH2:12]3)=[N:7][CH:6]=[N:5][C:4]=2[CH:3]=1.[CH3:24][C:25]1([CH3:42])[CH2:30][C:29](B2OC(C)(C)C(C)(C)O2)=[CH:28][C:27]([CH3:41])([CH3:40])[NH:26]1.C(=O)([O-])[O-].[K+].[K+]. (4) Given the product [S:69]1[C:25]2[CH:24]=[CH:23][CH:22]=[CH:21][C:20]=2[N:19]=[C:18]1[CH2:17][O:16][C:14]1[CH:13]=[CH:12][C:11]2[N:7]([CH2:6][C:5]3[CH:37]=[CH:38][C:2]([Br:1])=[CH:3][CH:4]=3)[C:8]([CH2:28][C:29]([CH3:36])([CH3:35])[C:30]([O:32][CH2:33][CH3:34])=[O:31])=[N:9][C:10]=2[CH:15]=1, predict the reactants needed to synthesize it. The reactants are: [Br:1][C:2]1[CH:38]=[CH:37][C:5]([CH2:6][N:7]2[C:11]3[CH:12]=[CH:13][C:14]([O:16][CH2:17][C:18]4C=C[C:25]5[C:20](=[CH:21][CH:22]=[CH:23][CH:24]=5)[N:19]=4)=[CH:15][C:10]=3[N:9]=[C:8]2[CH2:28][C:29]([CH3:36])([CH3:35])[C:30]([O:32][CH2:33][CH3:34])=[O:31])=[CH:4][CH:3]=1.BrC1C=CC(CN2C3C=CC(O)=CC=3N=C2CC(C)(C)C(OCC)=O)=CC=1.ClCC1[S:69]C2C=CC=CC=2N=1. (5) Given the product [OH:3][CH2:4][C@@H:6]1[N:7]([S:15]([C:18]2[CH:23]=[CH:22][C:21]([CH3:24])=[CH:20][CH:19]=2)(=[O:17])=[O:16])[CH2:8][C@@H:9]([OH:11])[CH2:10]1, predict the reactants needed to synthesize it. The reactants are: C([O:3][C:4]([C@H:6]1[CH2:10][C@H:9]([O:11]C(=O)C)[CH2:8][N:7]1[S:15]([C:18]1[CH:23]=[CH:22][C:21]([CH3:24])=[CH:20][CH:19]=1)(=[O:17])=[O:16])=O)C.[H-].[H-].[H-].[H-].[Li+].[Al+3].Cl. (6) Given the product [CH3:18][O:19][C:20](=[O:38])[C@H:21]([CH2:30][C:31]1[CH:32]=[CH:33][C:34]([O:37][CH2:43][CH2:42][CH2:41][N:40]([CH3:45])[CH3:39])=[CH:35][CH:36]=1)[NH:22][C:15](=[O:17])[C@H:13]([CH3:14])[NH:12][C:10](=[O:11])[CH2:9][C:4]1[CH:5]=[C:6]([F:8])[CH:7]=[C:2]([F:1])[CH:3]=1, predict the reactants needed to synthesize it. The reactants are: [F:1][C:2]1[CH:3]=[C:4]([CH2:9][C:10]([NH:12][C@H:13]([C:15]([OH:17])=O)[CH3:14])=[O:11])[CH:5]=[C:6]([F:8])[CH:7]=1.[CH3:18][O:19][C:20](=[O:38])[C@H:21]([CH2:30][C:31]1[CH:36]=[CH:35][C:34]([OH:37])=[CH:33][CH:32]=1)[NH:22]C(OC(C)(C)C)=O.[CH3:39][N:40]([CH3:45])[CH2:41][CH2:42][CH2:43]O. (7) Given the product [OH:10][C:4]1[CH:3]=[C:2]([CH3:1])[C:7]([N:8]=[O:9])=[CH:6][C:5]=1[CH:24]=[O:25], predict the reactants needed to synthesize it. The reactants are: [CH3:1][C:2]1[CH:3]=[C:4]([OH:10])[CH:5]=[CH:6][C:7]=1[N:8]=[O:9].C1N2CN3CN(C2)CN1C3.Cl.FC(F)(F)[C:24](O)=[O:25]. (8) Given the product [OH:32][C@@H:27]1[CH2:28][CH2:29][CH2:30][CH2:31][C@H:26]1[O:1][C:2]1[C:7]2[C:8]([O:11][CH2:12][CH:13]3[CH2:14][CH2:15][N:16]([C:19]([O:21][C:22]([CH3:25])([CH3:24])[CH3:23])=[O:20])[CH2:17][CH2:18]3)=[N:9][O:10][C:6]=2[CH:5]=[CH:4][CH:3]=1, predict the reactants needed to synthesize it. The reactants are: [OH:1][C:2]1[C:7]2[C:8]([O:11][CH2:12][CH:13]3[CH2:18][CH2:17][N:16]([C:19]([O:21][C:22]([CH3:25])([CH3:24])[CH3:23])=[O:20])[CH2:15][CH2:14]3)=[N:9][O:10][C:6]=2[CH:5]=[CH:4][CH:3]=1.[CH:26]12[O:32][CH:27]1[CH2:28][CH2:29][CH2:30][CH2:31]2.